From a dataset of NCI-60 drug combinations with 297,098 pairs across 59 cell lines. Regression. Given two drug SMILES strings and cell line genomic features, predict the synergy score measuring deviation from expected non-interaction effect. (1) Drug 1: CC1OCC2C(O1)C(C(C(O2)OC3C4COC(=O)C4C(C5=CC6=C(C=C35)OCO6)C7=CC(=C(C(=C7)OC)O)OC)O)O. Drug 2: CC(C)CN1C=NC2=C1C3=CC=CC=C3N=C2N. Cell line: UO-31. Synergy scores: CSS=13.9, Synergy_ZIP=-4.32, Synergy_Bliss=0.383, Synergy_Loewe=-0.337, Synergy_HSA=0.600. (2) Drug 2: C1=CC=C(C=C1)NC(=O)CCCCCCC(=O)NO. Synergy scores: CSS=10.5, Synergy_ZIP=-0.0562, Synergy_Bliss=0.635, Synergy_Loewe=-17.6, Synergy_HSA=-0.981. Cell line: SK-MEL-28. Drug 1: CN(C)N=NC1=C(NC=N1)C(=O)N. (3) Drug 1: CN(C)N=NC1=C(NC=N1)C(=O)N. Drug 2: C1=CC(=CC=C1CC(C(=O)O)N)N(CCCl)CCCl.Cl. Cell line: OVCAR-4. Synergy scores: CSS=3.65, Synergy_ZIP=3.10, Synergy_Bliss=6.07, Synergy_Loewe=2.22, Synergy_HSA=2.29. (4) Drug 1: CC(C)(C#N)C1=CC(=CC(=C1)CN2C=NC=N2)C(C)(C)C#N. Drug 2: C1=NNC2=C1C(=O)NC=N2. Cell line: SNB-75. Synergy scores: CSS=6.59, Synergy_ZIP=1.15, Synergy_Bliss=-3.63, Synergy_Loewe=-0.563, Synergy_HSA=-0.471.